From a dataset of Forward reaction prediction with 1.9M reactions from USPTO patents (1976-2016). Predict the product of the given reaction. (1) Given the reactants [Cl:1][C:2]1[CH:7]=[CH:6][C:5]([CH2:8][C:9]([NH:11][CH:12]2[CH2:17][CH2:16][NH:15][CH2:14][CH2:13]2)=[O:10])=[CH:4][CH:3]=1.N1C(C)=CC=CC=1C.[I-].[K+].Br[CH2:29][CH2:30][CH:31]=[C:32]1[C:38]2[CH:39]=[CH:40][CH:41]=[N:42][C:37]=2[CH2:36][O:35][C:34]2[CH:43]=[CH:44][C:45]([C:47]([OH:50])([CH3:49])[CH3:48])=[CH:46][C:33]1=2, predict the reaction product. The product is: [Cl:1][C:2]1[CH:7]=[CH:6][C:5]([CH2:8][C:9]([NH:11][CH:12]2[CH2:17][CH2:16][N:15]([CH2:29][CH2:30][CH:31]=[C:32]3[C:38]4[CH:39]=[CH:40][CH:41]=[N:42][C:37]=4[CH2:36][O:35][C:34]4[CH:43]=[CH:44][C:45]([C:47]([OH:50])([CH3:49])[CH3:48])=[CH:46][C:33]3=4)[CH2:14][CH2:13]2)=[O:10])=[CH:4][CH:3]=1. (2) The product is: [CH2:28]([N:19]1[C:20]2[C:21](=[N:22][CH:23]=[CH:24][CH:25]=2)[N:17]([C:13]2[CH:12]=[C:11]3[C:16](=[CH:15][CH:14]=2)[N:8]([C:5]2[CH:4]=[CH:3][C:2]([CH3:1])=[CH:7][N:6]=2)[N:9]=[CH:10]3)[C:18]1=[O:26])[CH3:29]. Given the reactants [CH3:1][C:2]1[CH:3]=[CH:4][C:5]([N:8]2[C:16]3[C:11](=[CH:12][C:13]([N:17]4[C:21]5=[N:22][CH:23]=[CH:24][CH:25]=[C:20]5[NH:19][C:18]4=[O:26])=[CH:14][CH:15]=3)[CH:10]=[N:9]2)=[N:6][CH:7]=1.I[CH2:28][CH3:29].O, predict the reaction product.